From a dataset of Forward reaction prediction with 1.9M reactions from USPTO patents (1976-2016). Predict the product of the given reaction. (1) Given the reactants [C:9](O[C:9]([O:11][C:12]([CH3:15])([CH3:14])[CH3:13])=[O:10])([O:11][C:12]([CH3:15])([CH3:14])[CH3:13])=[O:10].Cl.[F:17][C:18]1[CH:19]=[C:20]([C@@H:29]([C:31]2[C:36]([F:37])=[CH:35][CH:34]=[CH:33][N:32]=2)[NH2:30])[CH:21]=[CH:22][C:23]=1[O:24][C:25]([F:28])([F:27])[F:26].C([O-])(O)=O.[Na+].CCOC(C)=O, predict the reaction product. The product is: [C:12]([O:11][C:9](=[O:10])[NH:30][C@@H:29]([C:20]1[CH:21]=[CH:22][C:23]([O:24][C:25]([F:28])([F:26])[F:27])=[C:18]([F:17])[CH:19]=1)[C:31]1[C:36]([F:37])=[CH:35][CH:34]=[CH:33][N:32]=1)([CH3:13])([CH3:14])[CH3:15]. (2) Given the reactants C(OC([N:8]([C:20]([O:22][C:23]([CH3:26])([CH3:25])[CH3:24])=[O:21])[C:9]1[C:10]([C:16]([O:18][CH3:19])=[O:17])=[N:11][C:12](Br)=[CH:13][N:14]=1)=O)(C)(C)C.BrC1N=[C:32]([C:34](OC)=[O:35])C(NC(OC(C)(C)C)=O)=NC=1.Cl, predict the reaction product. The product is: [CH3:19][O:18][C:16]([C:10]1[C:9]([NH:8][C:20]([O:22][C:23]([CH3:24])([CH3:25])[CH3:26])=[O:21])=[N:14][CH:13]=[C:12]([C:34](=[O:35])[CH3:32])[N:11]=1)=[O:17]. (3) Given the reactants C(OC([N:8]1[CH2:13][CH2:12][C:11]([CH3:21])([C:14]([N:16]2[CH2:20][CH2:19][CH2:18][CH2:17]2)=[O:15])[CH2:10][CH2:9]1)=O)(C)(C)C, predict the reaction product. The product is: [CH3:21][C:11]1([C:14]([N:16]2[CH2:20][CH2:19][CH2:18][CH2:17]2)=[O:15])[CH2:10][CH2:9][NH:8][CH2:13][CH2:12]1. (4) Given the reactants C(O)C.Cl.O1CCCCC1[O:11][C:12]1[CH:13]=[C:14]2[C:19](=[CH:20][CH:21]=1)[N:18]=[C:17]([O:22][CH2:23][C:24]1[CH:29]=[CH:28][C:27]([O:30][C:31]([F:34])([F:33])[F:32])=[CH:26][CH:25]=1)[CH:16]=[CH:15]2.C(=O)([O-])O.[Na+], predict the reaction product. The product is: [F:33][C:31]([F:32])([F:34])[O:30][C:27]1[CH:28]=[CH:29][C:24]([CH2:23][O:22][C:17]2[CH:16]=[CH:15][C:14]3[C:19](=[CH:20][CH:21]=[C:12]([OH:11])[CH:13]=3)[N:18]=2)=[CH:25][CH:26]=1. (5) Given the reactants [CH:1]([O:4][S:5]([CH:8]=[CH2:9])(=[O:7])=[O:6])([CH3:3])[CH3:2].[CH:10]([Si:13]([CH:22]([CH3:24])[CH3:23])([CH:19]([CH3:21])[CH3:20])[O:14][CH2:15][CH2:16][CH2:17][NH2:18])([CH3:12])[CH3:11], predict the reaction product. The product is: [CH:1]([O:4][S:5](=[O:7])(=[O:6])[CH2:8][CH2:9][NH:18][CH2:17][CH2:16][CH2:15][O:14][Si:13]([CH:22]([CH3:24])[CH3:23])([CH:10]([CH3:12])[CH3:11])[CH:19]([CH3:21])[CH3:20])([CH3:3])[CH3:2]. (6) Given the reactants [C:1]([NH:4][C:5]1[S:6][C:7]2[C:13]3[N:14]([C:20]4[CH:25]=[CH:24][C:23]([CH2:26][C:27]([O:29]C)=[O:28])=[CH:22][C:21]=4[Cl:31])[N:15]=[C:16]([CH:17]4[CH2:19][CH2:18]4)[C:12]=3[CH2:11][CH2:10][C:8]=2[N:9]=1)(=[O:3])[CH3:2].[OH-].[Li+], predict the reaction product. The product is: [C:1]([NH:4][C:5]1[S:6][C:7]2[C:13]3[N:14]([C:20]4[CH:25]=[CH:24][C:23]([CH2:26][C:27]([OH:29])=[O:28])=[CH:22][C:21]=4[Cl:31])[N:15]=[C:16]([CH:17]4[CH2:19][CH2:18]4)[C:12]=3[CH2:11][CH2:10][C:8]=2[N:9]=1)(=[O:3])[CH3:2].